From a dataset of Forward reaction prediction with 1.9M reactions from USPTO patents (1976-2016). Predict the product of the given reaction. Given the reactants [CH2:1]([O:8][C:9]1[CH:14]=[CH:13][CH:12]=[CH:11][C:10]=1[C:15]1[O:16][C:17](=O)[C:18]2[CH2:24][CH2:23][CH2:22][CH2:21][C:19]=2[N:20]=1)[C:2]1[CH:7]=[CH:6][CH:5]=[CH:4][CH:3]=1.[CH:26]([C:29]1[CH:34]=[CH:33][C:32]([NH2:35])=[CH:31][CH:30]=1)([CH3:28])[CH3:27].O.[OH-].[Na+], predict the reaction product. The product is: [CH2:1]([O:8][C:9]1[CH:14]=[CH:13][CH:12]=[CH:11][C:10]=1[C:15]1[N:35]([C:32]2[CH:33]=[CH:34][C:29]([CH:26]([CH3:28])[CH3:27])=[CH:30][CH:31]=2)[C:17](=[O:16])[C:18]2[CH2:24][CH2:23][CH2:22][CH2:21][C:19]=2[N:20]=1)[C:2]1[CH:3]=[CH:4][CH:5]=[CH:6][CH:7]=1.